From a dataset of Full USPTO retrosynthesis dataset with 1.9M reactions from patents (1976-2016). Predict the reactants needed to synthesize the given product. (1) Given the product [C:2]([C:7]1[O:11][C:10]([CH2:12][N:13]2[CH:17]=[CH:16][C:15]([NH:18][C:30]([C:26]3[N:27]=[CH:28][O:29][C:25]=3[C:22]3[CH:23]=[CH:24][C:19]([CH3:33])=[CH:20][CH:21]=3)=[O:31])=[N:14]2)=[CH:9][CH:8]=1)(=[O:6])[CH3:1], predict the reactants needed to synthesize it. The reactants are: [CH3:1][C:2]1([C:7]2[O:11][C:10]([CH2:12][N:13]3[CH:17]=[CH:16][C:15]([NH2:18])=[N:14]3)=[CH:9][CH:8]=2)[O:6]CCO1.[C:19]1([CH3:33])[CH:24]=[CH:23][C:22]([C:25]2[O:29][CH:28]=[N:27][C:26]=2[C:30](O)=[O:31])=[CH:21][CH:20]=1. (2) Given the product [CH3:14][O:15][C:16]1[CH:22]=[CH:21][C:19]([NH:20][C:11](=[NH:12])[CH2:10][C:9]([C:6]2[CH:7]=[CH:8][C:3]([O:2][CH3:1])=[CH:4][CH:5]=2)=[O:13])=[CH:18][CH:17]=1, predict the reactants needed to synthesize it. The reactants are: [CH3:1][O:2][C:3]1[CH:8]=[CH:7][C:6]([C:9](=[O:13])[CH2:10][C:11]#[N:12])=[CH:5][CH:4]=1.[CH3:14][O:15][C:16]1[CH:22]=[CH:21][C:19]([NH2:20])=[CH:18][CH:17]=1. (3) Given the product [ClH:35].[F:1][C:2]1[CH:7]=[CH:6][CH:5]=[CH:4][C:3]=1[C:8]1[C:9]2[C:13]([CH:14]=[CH:15][CH:16]=1)=[N:12][N:11]1[C:17]([CH:22]3[CH2:27][CH2:26][NH:25][CH2:24][CH2:23]3)=[CH:18][C:19](=[O:21])[NH:20][C:10]=21, predict the reactants needed to synthesize it. The reactants are: [F:1][C:2]1[CH:7]=[CH:6][CH:5]=[CH:4][C:3]=1[C:8]1[C:9]2[C:13]([CH:14]=[CH:15][CH:16]=1)=[N:12][N:11]1[C:17]([CH:22]3[CH2:27][CH2:26][N:25](C(OC(C)(C)C)=O)[CH2:24][CH2:23]3)=[CH:18][C:19](=[O:21])[NH:20][C:10]=21.[ClH:35]. (4) Given the product [O:38]=[C:39]1[C:48]2[C:43](=[CH:44][CH:45]=[CH:46][CH:47]=2)[N:42]=[C:41]([C:49]([NH:25][CH2:24][C:20]2[CH:21]=[CH:22][CH:23]=[C:18]([O:17][CH2:16][CH2:15][CH2:14][O:13][C:10]3[N:11]=[CH:12][N:8]([C:7]([C:1]4[CH:6]=[CH:5][CH:4]=[CH:3][CH:2]=4)([C:26]4[CH:27]=[CH:28][CH:29]=[CH:30][CH:31]=4)[C:32]4[CH:33]=[CH:34][CH:35]=[CH:36][CH:37]=4)[N:9]=3)[CH:19]=2)=[O:50])[NH:40]1, predict the reactants needed to synthesize it. The reactants are: [C:1]1([C:7]([C:32]2[CH:37]=[CH:36][CH:35]=[CH:34][CH:33]=2)([C:26]2[CH:31]=[CH:30][CH:29]=[CH:28][CH:27]=2)[N:8]2[CH:12]=[N:11][C:10]([O:13][CH2:14][CH2:15][CH2:16][O:17][C:18]3[CH:19]=[C:20]([CH2:24][NH2:25])[CH:21]=[CH:22][CH:23]=3)=[N:9]2)[CH:6]=[CH:5][CH:4]=[CH:3][CH:2]=1.[O:38]=[C:39]1[C:48]2[C:43](=[CH:44][CH:45]=[CH:46][CH:47]=2)[N:42]=[C:41]([C:49](OCC)=[O:50])[NH:40]1.C(N(CC)C(C)C)(C)C.